From a dataset of Forward reaction prediction with 1.9M reactions from USPTO patents (1976-2016). Predict the product of the given reaction. Given the reactants [CH3:1][O:2][C:3]1[CH:8]=[C:7]([C:9]([F:12])([F:11])[F:10])[CH:6]=[CH:5][C:4]=1[NH:13][C:14]1[CH:19]=[CH:18][C:17]([N+:20]([O-:22])=[O:21])=[CH:16][C:15]=1[OH:23].C(=O)([O-])[O-].[Cs+].[Cs+].CN(C=O)C.Cl[CH2:36][C:37](Cl)=[O:38], predict the reaction product. The product is: [CH3:1][O:2][C:3]1[CH:8]=[C:7]([C:9]([F:12])([F:11])[F:10])[CH:6]=[CH:5][C:4]=1[N:13]1[C:37](=[O:38])[CH2:36][O:23][C:15]2[CH:16]=[C:17]([N+:20]([O-:22])=[O:21])[CH:18]=[CH:19][C:14]1=2.